From a dataset of Full USPTO retrosynthesis dataset with 1.9M reactions from patents (1976-2016). Predict the reactants needed to synthesize the given product. Given the product [CH3:12][O:11][C:8]1[CH:9]=[CH:10][C:5]([C:3]2[CH:19]=[C:14]3[N:13]([CH:2]=2)[CH:18]=[CH:17][CH:16]=[CH:15]3)=[CH:6][CH:7]=1, predict the reactants needed to synthesize it. The reactants are: Br[CH2:2][C:3]([C:5]1[CH:10]=[CH:9][C:8]([O:11][CH3:12])=[CH:7][CH:6]=1)=O.[N:13]1[CH:18]=[CH:17][CH:16]=[CH:15][C:14]=1[CH3:19].C(=O)([O-])[O-].[K+].[K+].